Dataset: Full USPTO retrosynthesis dataset with 1.9M reactions from patents (1976-2016). Task: Predict the reactants needed to synthesize the given product. (1) Given the product [Cl:30][C:31]1[CH:38]=[CH:37][C:34]([CH2:35][O:13][C:14]2[CH:19]=[CH:18][C:17]([C:20]3[N:21]=[C:22]4[N:26]([CH:27]=3)[CH:25]=[CH:24][S:23]4)=[CH:16][C:15]=2[O:28][CH3:29])=[CH:33][CH:32]=1, predict the reactants needed to synthesize it. The reactants are: C(=O)([O-])[O-].[K+].[K+].CN(C=O)C.Br.[OH:13][C:14]1[CH:19]=[CH:18][C:17]([C:20]2[N:21]=[C:22]3[N:26]([CH:27]=2)[CH:25]=[CH:24][S:23]3)=[CH:16][C:15]=1[O:28][CH3:29].[Cl:30][C:31]1[CH:38]=[CH:37][C:34]([CH2:35]Br)=[CH:33][CH:32]=1. (2) Given the product [C:1]([O:5][C:6](=[O:36])[NH:7][C@@H:8]1[CH2:13][CH2:12][CH2:11][N:10]([C:14]2[CH:19]=[C:18]([CH3:20])[N:17]=[C:16]3[N:21]([CH2:25][C:26]4[CH:31]=[CH:30][C:29]([O:32][CH3:33])=[CH:28][C:27]=4[O:34][CH3:35])[C:22](=[O:24])[N:23]([CH2:47][C:46]4[CH:49]=[CH:50][CH:51]=[CH:52][C:45]=4[C:43]#[N:44])[C:15]=23)[CH2:9]1)([CH3:3])([CH3:4])[CH3:2], predict the reactants needed to synthesize it. The reactants are: [C:1]([O:5][C:6](=[O:36])[NH:7][C@@H:8]1[CH2:13][CH2:12][CH2:11][N:10]([C:14]2[CH:19]=[C:18]([CH3:20])[N:17]=[C:16]3[N:21]([CH2:25][C:26]4[CH:31]=[CH:30][C:29]([O:32][CH3:33])=[CH:28][C:27]=4[O:34][CH3:35])[C:22](=[O:24])[NH:23][C:15]=23)[CH2:9]1)([CH3:4])([CH3:3])[CH3:2].C(=O)([O-])[O-].[K+].[K+].[C:43]([C:45]1[CH:52]=[CH:51][CH:50]=[CH:49][C:46]=1[CH2:47]Br)#[N:44].O. (3) Given the product [CH2:16]([O:15][C:14](=[O:18])[CH2:13][C:9]1[CH:10]=[CH:11][CH:12]=[C:7]([Cl:6])[N:8]=1)[CH3:17], predict the reactants needed to synthesize it. The reactants are: C([Li])CCC.[Cl:6][C:7]1[CH:12]=[CH:11][CH:10]=[C:9]([CH3:13])[N:8]=1.[C:14](=O)([O:18]CC)[O:15][CH2:16][CH3:17].